Dataset: Reaction yield outcomes from USPTO patents with 853,638 reactions. Task: Predict the reaction yield, written as a fraction of the theoretical maximum amount of product (1.0 means a 100% yield; for example, 0.34 means a 34% yield). (1) The reactants are [CH2:1]([O:8][C@@H:9]1[C@@H:14]([O:15][CH2:16][C:17]2[CH:22]=[CH:21][CH:20]=[CH:19][CH:18]=2)[C@H:13]([O:23][CH2:24][C:25]2[CH:30]=[CH:29][CH:28]=[CH:27][CH:26]=2)[C@@H:12]([CH2:31][O:32][CH2:33][C:34]2[CH:39]=[CH:38][CH:37]=[CH:36][CH:35]=2)[O:11][C:10]1=[O:40])[C:2]1[CH:7]=[CH:6][CH:5]=[CH:4][CH:3]=1.Br[C:42]1[CH:47]=[C:46]([CH2:48][C:49]2[CH:54]=[CH:53][C:52]([CH2:55][CH3:56])=[CH:51][CH:50]=2)[C:45]([Cl:57])=[CH:44][C:43]=1[O:58][CH3:59].[Li]CCCC. The catalyst is C1COCC1. The product is [CH2:1]([O:8][C@@H:9]1[C@@H:14]([O:15][CH2:16][C:17]2[CH:22]=[CH:21][CH:20]=[CH:19][CH:18]=2)[C@H:13]([O:23][CH2:24][C:25]2[CH:26]=[CH:27][CH:28]=[CH:29][CH:30]=2)[C@@H:12]([CH2:31][O:32][CH2:33][C:34]2[CH:35]=[CH:36][CH:37]=[CH:38][CH:39]=2)[O:11][C@:10]1([C:42]1[CH:47]=[C:46]([CH2:48][C:49]2[CH:54]=[CH:53][C:52]([CH2:55][CH3:56])=[CH:51][CH:50]=2)[C:45]([Cl:57])=[CH:44][C:43]=1[O:58][CH3:59])[OH:40])[C:2]1[CH:7]=[CH:6][CH:5]=[CH:4][CH:3]=1. The yield is 0.640. (2) The reactants are [CH3:1][O:2][C:3](=[O:14])[C:4]1[CH:9]=[CH:8][CH:7]=[CH:6][C:5]=1[O:10][CH2:11][CH2:12]Cl.[NH:15]1[CH2:20][CH2:19][CH:18]([C:21]2[C:29]3[C:24](=[CH:25][CH:26]=[CH:27][CH:28]=3)[NH:23][CH:22]=2)[CH2:17][CH2:16]1.C(=O)([O-])[O-].[K+].[K+].[I-].[K+]. The catalyst is CC(CC(C)C)=O.ClCCl. The product is [CH3:1][O:2][C:3](=[O:14])[C:4]1[CH:9]=[CH:8][CH:7]=[CH:6][C:5]=1[O:10][CH2:11][CH2:12][N:15]1[CH2:20][CH2:19][CH:18]([C:21]2[C:29]3[C:24](=[CH:25][CH:26]=[CH:27][CH:28]=3)[NH:23][CH:22]=2)[CH2:17][CH2:16]1. The yield is 0.600.